From a dataset of Full USPTO retrosynthesis dataset with 1.9M reactions from patents (1976-2016). Predict the reactants needed to synthesize the given product. Given the product [Br:13][C:14]1[C:15]([CH3:21])=[C:16]([NH:17][C:9](=[O:11])[CH2:8][C:3]2[C:2]([Cl:1])=[CH:7][CH:6]=[CH:5][N:4]=2)[CH:18]=[CH:19][CH:20]=1, predict the reactants needed to synthesize it. The reactants are: [Cl:1][C:2]1[C:3]([CH2:8][C:9]([O-:11])=O)=[N:4][CH:5]=[CH:6][CH:7]=1.[Na+].[Br:13][C:14]1[C:15]([CH3:21])=[C:16]([CH:18]=[CH:19][CH:20]=1)[NH2:17].CCN(C(C)C)C(C)C.CN(C(ON1N=NC2C=CC=NC1=2)=[N+](C)C)C.F[P-](F)(F)(F)(F)F.